Dataset: NCI-60 drug combinations with 297,098 pairs across 59 cell lines. Task: Regression. Given two drug SMILES strings and cell line genomic features, predict the synergy score measuring deviation from expected non-interaction effect. (1) Drug 1: C1C(C(OC1N2C=C(C(=O)NC2=O)F)CO)O. Drug 2: CS(=O)(=O)OCCCCOS(=O)(=O)C. Cell line: NCI-H322M. Synergy scores: CSS=2.68, Synergy_ZIP=0.600, Synergy_Bliss=3.22, Synergy_Loewe=-1.39, Synergy_HSA=0.727. (2) Drug 1: CC1CC2C3CCC4=CC(=O)C=CC4(C3(C(CC2(C1(C(=O)CO)O)C)O)F)C. Drug 2: CN1C(=O)N2C=NC(=C2N=N1)C(=O)N. Cell line: SK-OV-3. Synergy scores: CSS=5.30, Synergy_ZIP=3.57, Synergy_Bliss=6.48, Synergy_Loewe=-0.455, Synergy_HSA=-0.337. (3) Drug 1: CNC(=O)C1=CC=CC=C1SC2=CC3=C(C=C2)C(=NN3)C=CC4=CC=CC=N4. Drug 2: C(CC(=O)O)C(=O)CN.Cl. Cell line: NCI/ADR-RES. Synergy scores: CSS=-3.92, Synergy_ZIP=0.125, Synergy_Bliss=-6.47, Synergy_Loewe=-7.06, Synergy_HSA=-7.67. (4) Drug 1: C1=CC=C(C=C1)NC(=O)CCCCCCC(=O)NO. Drug 2: C(CCl)NC(=O)N(CCCl)N=O. Cell line: MDA-MB-231. Synergy scores: CSS=9.40, Synergy_ZIP=-2.81, Synergy_Bliss=2.43, Synergy_Loewe=-1.24, Synergy_HSA=-0.420.